This data is from Forward reaction prediction with 1.9M reactions from USPTO patents (1976-2016). The task is: Predict the product of the given reaction. (1) Given the reactants [F:1][C:2]1[CH:7]=[C:6]([N+:8]([O-])=O)[CH:5]=[CH:4][C:3]=1[N:11]1[CH2:16][CH2:15][CH2:14][CH:13]([CH2:17][C:18]([N:20]2[CH:25]3[CH2:26][CH2:27][CH:21]2[CH2:22][CH:23]([OH:28])[CH2:24]3)=[O:19])[CH2:12]1, predict the reaction product. The product is: [NH2:8][C:6]1[CH:5]=[CH:4][C:3]([N:11]2[CH2:16][CH2:15][CH2:14][CH:13]([CH2:17][C:18]([N:20]3[CH:21]4[CH2:27][CH2:26][CH:25]3[CH2:24][CH:23]([OH:28])[CH2:22]4)=[O:19])[CH2:12]2)=[C:2]([F:1])[CH:7]=1. (2) The product is: [C:33]([O:32][C:30]([N:27]1[CH2:26][CH2:25][CH:24]([O:23][C:20]2[CH:21]=[N:22][C:17]([N:1]3[C:9]4[C:4](=[CH:5][C:6]([NH:10][C:11]([CH:13]5[CH2:14][CH2:15]5)=[O:12])=[CH:7][CH:8]=4)[CH:3]=[CH:2]3)=[CH:18][CH:19]=2)[CH2:29][CH2:28]1)=[O:31])([CH3:36])([CH3:34])[CH3:35]. Given the reactants [NH:1]1[C:9]2[C:4](=[CH:5][C:6]([NH:10][C:11]([CH:13]3[CH2:15][CH2:14]3)=[O:12])=[CH:7][CH:8]=2)[CH:3]=[CH:2]1.Cl[C:17]1[N:22]=[CH:21][C:20]([O:23][CH:24]2[CH2:29][CH2:28][N:27]([C:30]([O:32][C:33]([CH3:36])([CH3:35])[CH3:34])=[O:31])[CH2:26][CH2:25]2)=[CH:19][CH:18]=1, predict the reaction product. (3) Given the reactants Cl[C:2]1[N:7]=[C:6]([C:8]#[N:9])[C:5]([N+:10]([O-:12])=[O:11])=[C:4]([NH:13][CH2:14][CH3:15])[CH:3]=1.[F:16][C:17]([F:28])([F:27])[C:18]1[CH:23]=[CH:22][C:21](B(O)O)=[CH:20][CH:19]=1.C(=O)([O-])[O-].[K+].[K+], predict the reaction product. The product is: [CH2:14]([NH:13][C:4]1[CH:3]=[C:2]([C:20]2[CH:21]=[CH:22][CH:23]=[C:18]([C:17]([F:28])([F:27])[F:16])[CH:19]=2)[N:7]=[C:6]([C:8]#[N:9])[C:5]=1[N+:10]([O-:12])=[O:11])[CH3:15]. (4) Given the reactants [F:1][C:2]([F:16])([F:15])[CH2:3][C:4]([C:6]1[CH:11]=[CH:10][CH:9]=[C:8]([N+:12]([O-:14])=[O:13])[CH:7]=1)=O.O.[NH2:18][NH2:19], predict the reaction product. The product is: [F:1][C:2]([F:16])([F:15])[CH2:3][C:4]([C:6]1[CH:11]=[CH:10][CH:9]=[C:8]([N+:12]([O-:14])=[O:13])[CH:7]=1)=[N:18][NH2:19]. (5) Given the reactants [CH:1]1([S:4]([C:7]2[CH:12]=[CH:11][C:10]([CH:13]([CH2:33][CH:34]3[CH2:39][CH2:38][O:37][CH2:36][CH2:35]3)[C:14](=O)[CH2:15][CH2:16][C:17]([C:19]3[S:20][C:21]([C:24]([OH:31])([CH3:30])[CH:25]([O:28][CH3:29])[O:26][CH3:27])=[CH:22][N:23]=3)=O)=[CH:9][CH:8]=2)(=[O:6])=[O:5])[CH2:3][CH2:2]1.C([O-])(=O)C.[NH4+:44].[OH-].[Na+], predict the reaction product. The product is: [CH:1]1([S:4]([C:7]2[CH:12]=[CH:11][C:10]([CH:13]([C:14]3[NH:44][C:17]([C:19]4[S:20][C:21]([C:24]([OH:31])([CH3:30])[CH:25]([O:28][CH3:29])[O:26][CH3:27])=[CH:22][N:23]=4)=[CH:16][CH:15]=3)[CH2:33][CH:34]3[CH2:39][CH2:38][O:37][CH2:36][CH2:35]3)=[CH:9][CH:8]=2)(=[O:5])=[O:6])[CH2:3][CH2:2]1. (6) Given the reactants Br[C:2]1[CH:3]=[CH:4][C:5]2[S:9](=[O:11])(=[O:10])[N:8]([CH2:12][CH2:13][C:14]([O:16][CH2:17][CH3:18])=[O:15])[CH2:7][C:6]=2[CH:19]=1.[F:20][C:21]1[CH:29]=[C:28]2[C:24]([C:25](B3OC(C)(C)C(C)(C)O3)=[CH:26][N:27]2[C:30]([O:32][C:33]([CH3:36])([CH3:35])[CH3:34])=[O:31])=[CH:23][CH:22]=1.[O-]P([O-])([O-])=O.[K+].[K+].[K+], predict the reaction product. The product is: [CH2:17]([O:16][C:14](=[O:15])[CH2:13][CH2:12][N:8]1[CH2:7][C:6]2[CH:19]=[C:2]([C:25]3[C:24]4[C:28](=[CH:29][C:21]([F:20])=[CH:22][CH:23]=4)[N:27]([C:30]([O:32][C:33]([CH3:36])([CH3:35])[CH3:34])=[O:31])[CH:26]=3)[CH:3]=[CH:4][C:5]=2[S:9]1(=[O:11])=[O:10])[CH3:18].[F:20][C:21]1[CH:29]=[C:28]2[C:24]([C:25]([C:2]3[CH:3]=[CH:4][C:5]4[S:9](=[O:11])(=[O:10])[N:8]([CH2:12][CH2:13][C:14]([O:16][CH2:17][CH3:18])=[O:15])[CH2:7][C:6]=4[CH:19]=3)=[CH:26][NH:27]2)=[CH:23][CH:22]=1. (7) Given the reactants Br[C:2]1[C:3]2[C:8]([C:9]([C:16]3[CH:21]=[C:20]([C:22]4[CH:27]=[CH:26][CH:25]=[CH:24][CH:23]=4)[CH:19]=[C:18]([C:28]4[CH:33]=[CH:32][CH:31]=[CH:30][CH:29]=4)[CH:17]=3)=[C:10]3[C:15]=1[CH:14]=[CH:13][CH:12]=[CH:11]3)=[CH:7][CH:6]=[CH:5][CH:4]=2.[C:34]1([C:40]([C:52]2[CH:57]=[CH:56][CH:55]=[CH:54][CH:53]=2)=[CH:41][C:42]2[CH:47]=[CH:46][C:45](OB(O)O)=[CH:44][CH:43]=2)[CH:39]=[CH:38][CH:37]=[CH:36][CH:35]=1.C(=O)([O-])[O-].[Na+].[Na+], predict the reaction product. The product is: [C:34]1([C:40]([C:52]2[CH:57]=[CH:56][CH:55]=[CH:54][CH:53]=2)=[CH:41][C:42]2[CH:47]=[CH:46][C:45]([C:2]3[C:3]4[C:8]([C:9]([C:16]5[CH:21]=[C:20]([C:22]6[CH:23]=[CH:24][CH:25]=[CH:26][CH:27]=6)[CH:19]=[C:18]([C:28]6[CH:33]=[CH:32][CH:31]=[CH:30][CH:29]=6)[CH:17]=5)=[C:10]5[C:15]=3[CH:14]=[CH:13][CH:12]=[CH:11]5)=[CH:7][CH:6]=[CH:5][CH:4]=4)=[CH:44][CH:43]=2)[CH:39]=[CH:38][CH:37]=[CH:36][CH:35]=1.